From a dataset of Catalyst prediction with 721,799 reactions and 888 catalyst types from USPTO. Predict which catalyst facilitates the given reaction. (1) Reactant: [Br:1][C:2]1[CH:9]=[CH:8][C:7](I)=[CH:6][C:3]=1[C:4]#[N:5].C([Mg]Cl)(C)C.[Cl-].[Li+].[C:18]1(=[O:22])[CH2:21][CH2:20][CH2:19]1. Product: [Br:1][C:2]1[CH:9]=[CH:8][C:7]([C:18]2([OH:22])[CH2:21][CH2:20][CH2:19]2)=[CH:6][C:3]=1[C:4]#[N:5]. The catalyst class is: 30. (2) Reactant: C[O:2][C:3]1[CH:4]=[CH:5][C:6]2[C:7]3[O:8][C:9]4[CH:20]=[C:19]([O:21]C)[CH:18]=[C:17]([O:23]C)[C:10]=4[C:11](=[O:16])[C:12]=3[O:13][C:14]=2[CH:15]=1.N1C(=O)CC[C@H]1C(O)=O.Cl. Product: [OH:2][C:3]1[CH:4]=[CH:5][C:6]2[C:7]3[O:8][C:9]4[CH:20]=[C:19]([OH:21])[CH:18]=[C:17]([OH:23])[C:10]=4[C:11](=[O:16])[C:12]=3[O:13][C:14]=2[CH:15]=1. The catalyst class is: 6.